This data is from Full USPTO retrosynthesis dataset with 1.9M reactions from patents (1976-2016). The task is: Predict the reactants needed to synthesize the given product. (1) Given the product [F:1][C:2]1[CH:3]=[C:4]([CH:5]=[CH:6][C:7]=1[S:8]([CH3:11])(=[O:10])=[O:9])[NH2:12], predict the reactants needed to synthesize it. The reactants are: [F:1][C:2]1[CH:3]=[C:4]([N+:12]([O-])=O)[CH:5]=[CH:6][C:7]=1[S:8]([CH3:11])(=[O:10])=[O:9]. (2) Given the product [CH:24]1([C:23]2[C:22]3[CH:21]=[CH:20][C:38]([C:39]([OH:41])=[O:40])=[CH:18][C:17]=3[N:14]3[C:13]=2[C:8]2=[C:7]4[C:12](=[CH:11][CH:10]=[CH:9]2)[CH:3]([N:2]2[CH2:54][CH2:52][CH2:35][CH2:34]2)[CH2:4][CH2:5][N:6]4[CH2:16][CH2:15]3)[CH2:29][CH2:28][CH2:27][CH2:26][CH2:25]1, predict the reactants needed to synthesize it. The reactants are: Cl.[NH2:2][C@H:3]1[C:12]2[C:7]3=[C:8]([C:13]4[N:14]([C:17]5[CH:18]=C(C(OC)=O)[CH:20]=[CH:21][C:22]=5[C:23]=4[CH:24]4[CH2:29][CH2:28][CH2:27][CH2:26][CH2:25]4)[CH2:15][CH2:16][N:6]3[CH2:5][CH2:4]1)[CH:9]=[CH:10][CH:11]=2.[CH3:34][C:35](C)=O.[CH3:38][C:39]([OH:41])=[O:40].[BH-](O[C:52]([CH3:54])=O)(OC(C)=O)OC(C)=O.[Na+].C([O-])(O)=O.[Na+].